Dataset: Experimental lipophilicity measurements (octanol/water distribution) for 4,200 compounds from AstraZeneca. Task: Regression/Classification. Given a drug SMILES string, predict its absorption, distribution, metabolism, or excretion properties. Task type varies by dataset: regression for continuous measurements (e.g., permeability, clearance, half-life) or binary classification for categorical outcomes (e.g., BBB penetration, CYP inhibition). For this dataset (lipophilicity_astrazeneca), we predict Y. (1) The compound is O=C(COc1ccc(SCCCCCc2ccccc2)cc1)COc1ccc(C(=O)O)cc1. The Y is 3.63 logD. (2) The molecule is N#Cc1cccc(-c2cccc(-c3nn[nH]n3)c2)c1. The Y is 0.700 logD.